Predict which catalyst facilitates the given reaction. From a dataset of Catalyst prediction with 721,799 reactions and 888 catalyst types from USPTO. Reactant: [Cl:1][C:2]1[CH:7]=[C:6]([CH2:8][NH:9][C:10]([C@@H:12]2[CH2:16][C@@H:15]([F:17])[CH2:14][NH:13]2)=[O:11])[CH:5]=[CH:4][N:3]=1.CCN(CC)CC.[F:25][C:26]1[CH:31]=[CH:30][C:29]([S:32](Cl)(=[O:34])=[O:33])=[CH:28][CH:27]=1. Product: [Cl:1][C:2]1[CH:7]=[C:6]([CH2:8][NH:9][C:10]([C@@H:12]2[CH2:16][C@@H:15]([F:17])[CH2:14][N:13]2[S:32]([C:29]2[CH:30]=[CH:31][C:26]([F:25])=[CH:27][CH:28]=2)(=[O:34])=[O:33])=[O:11])[CH:5]=[CH:4][N:3]=1. The catalyst class is: 2.